From a dataset of Reaction yield outcomes from USPTO patents with 853,638 reactions. Predict the reaction yield, written as a fraction of the theoretical maximum amount of product (1.0 means a 100% yield; for example, 0.34 means a 34% yield). (1) The product is [CH3:11][O:12][C:13]([C@@H:15]1[CH2:19][C@@H:18]([OH:20])[CH2:17][N:16]1[CH2:8][C:4]1[CH:5]=[CH:6][CH:7]=[C:2]([Cl:1])[CH:3]=1)=[O:14]. The catalyst is ClCCl. The reactants are [Cl:1][C:2]1[CH:7]=[CH:6][CH:5]=[C:4]([CH2:8]Cl)[CH:3]=1.Cl.[CH3:11][O:12][C:13]([CH:15]1[CH2:19][CH:18]([OH:20])[CH2:17][NH:16]1)=[O:14].C(N(CC)CC)C.[OH-].[Na+]. The yield is 0.650. (2) The yield is 0.530. The reactants are Cl.Cl[C:3]1[CH:8]=[C:7]([C:9]2[CH:14]=[CH:13][CH:12]=[C:11]([Cl:15])[CH:10]=2)[N:6]=[C:5]2[CH2:16][CH2:17][CH2:18][C:4]=12.CC1(C)C(C)(C)OB([CH2:27][C:28]2[CH:33]=[CH:32][C:31]([CH2:34][C:35]([O:37]C)=[O:36])=[CH:30][CH:29]=2)O1.C([O-])([O-])=O.[Na+].[Na+].O1CCOCC1. The catalyst is C1C=CC(P(C2C=CC=CC=2)[C-]2C=CC=C2)=CC=1.C1C=CC(P(C2C=CC=CC=2)[C-]2C=CC=C2)=CC=1.Cl[Pd]Cl.[Fe+2].O. The product is [Cl:15][C:11]1[CH:10]=[C:9]([C:7]2[N:6]=[C:5]3[CH2:16][CH2:17][CH2:18][C:4]3=[C:3]([CH2:27][C:28]3[CH:29]=[CH:30][C:31]([CH2:34][C:35]([OH:37])=[O:36])=[CH:32][CH:33]=3)[CH:8]=2)[CH:14]=[CH:13][CH:12]=1.